Dataset: Full USPTO retrosynthesis dataset with 1.9M reactions from patents (1976-2016). Task: Predict the reactants needed to synthesize the given product. (1) Given the product [CH3:39][O:38][C:35]1[CH:36]=[CH:37][C:32]([CH2:31][N:29]2[CH:30]=[C:26]([C:24]3[N:43]=[C:44]([NH2:46])[S:45][CH:23]=3)[C:27]([CH2:40][O:41][CH3:42])=[N:28]2)=[CH:33][CH:34]=1, predict the reactants needed to synthesize it. The reactants are: BrCC(C1C=NN(CC2C=CC(OC)=CC=2)C=1COC)=O.Br[CH2:23][C:24]([C:26]1[C:27]([CH2:40][O:41][CH3:42])=[N:28][N:29]([CH2:31][C:32]2[CH:37]=[CH:36][C:35]([O:38][CH3:39])=[CH:34][CH:33]=2)[CH:30]=1)=O.[NH2:43][C:44]([NH2:46])=[S:45]. (2) Given the product [F:1][C:2]1[CH:23]=[C:22]([N+:24]([O-:26])=[O:25])[CH:21]=[CH:20][C:3]=1[O:4][C:5]1[CH:6]=[C:7]2[C:11](=[CH:12][C:13]=1[C:14]1[CH:18]=[N:17][N:16]([C:32]([O:31][C:27]([CH3:30])([CH3:29])[CH3:28])=[O:33])[CH:15]=1)[N:10]([CH3:19])[N:9]=[CH:8]2, predict the reactants needed to synthesize it. The reactants are: [F:1][C:2]1[CH:23]=[C:22]([N+:24]([O-:26])=[O:25])[CH:21]=[CH:20][C:3]=1[O:4][C:5]1[CH:6]=[C:7]2[C:11](=[CH:12][C:13]=1[C:14]1[CH:15]=[N:16][NH:17][CH:18]=1)[N:10]([CH3:19])[N:9]=[CH:8]2.[C:27]([O:31][C:32](O[C:32]([O:31][C:27]([CH3:30])([CH3:29])[CH3:28])=[O:33])=[O:33])([CH3:30])([CH3:29])[CH3:28]. (3) Given the product [F:1][C:2]([F:27])([F:26])[C:3]([N:5]1[CH2:10][CH2:9][CH2:8][C@@H:7]2[C:11]3[CH:12]=[C:13]([CH3:28])[CH:14]=[CH:15][C:16]=3[CH2:17][C@H:6]12)=[O:4], predict the reactants needed to synthesize it. The reactants are: [F:1][C:2]([F:27])([F:26])[C:3]([N:5]1[CH2:10][CH2:9][CH2:8][C@@H:7]2[C:11]3[CH:12]=[C:13](OS(C(F)(F)F)(=O)=O)[CH:14]=[CH:15][C:16]=3[CH2:17][C@H:6]12)=[O:4].[CH3:28]B1OB(C)OB(C)O1. (4) The reactants are: [C:1]([O:5][C:6]([C:8]1[S:9][C:10]([CH2:13][NH:14][CH2:15][CH:16]([CH3:18])[CH3:17])=[CH:11][CH:12]=1)=[O:7])([CH3:4])([CH3:3])[CH3:2].[CH3:19][O:20][C:21](=[O:38])[C@H:22]([CH2:33][C:34]([O:36][CH3:37])=[O:35])[NH:23][C:24](OC1C=CC=CC=1)=[O:25].C(N(CC)C(C)C)(C)C. Given the product [CH3:19][O:20][C:21](=[O:38])[C@H:22]([CH2:33][C:34]([O:36][CH3:37])=[O:35])[NH:23][C:24]([N:14]([CH2:13][C:10]1[S:9][C:8]([C:6]([O:5][C:1]([CH3:4])([CH3:3])[CH3:2])=[O:7])=[CH:12][CH:11]=1)[CH2:15][CH:16]([CH3:18])[CH3:17])=[O:25], predict the reactants needed to synthesize it. (5) Given the product [CH2:1]([N:22]1[C:21](=[O:23])[C:20]2[C:15](=[N:16][C:17]3[CH:27]=[CH:26][CH:25]=[CH:24][C:18]=3[N:19]=2)[N:14]=[C:13]1[CH2:9][CH:10]([CH3:12])[CH3:11])[C:2]1[CH:7]=[CH:6][CH:5]=[CH:4][CH:3]=1, predict the reactants needed to synthesize it. The reactants are: [CH2:1](Br)[C:2]1[CH:7]=[CH:6][CH:5]=[CH:4][CH:3]=1.[CH2:9]([C:13]1[NH:22][C:21](=[O:23])[C:20]2[C:15](=[N:16][C:17]3[CH:27]=[CH:26][CH:25]=[CH:24][C:18]=3[N:19]=2)[N:14]=1)[CH:10]([CH3:12])[CH3:11].C(=O)([O-])[O-].[K+].[K+]. (6) Given the product [CH3:1][C:2]12[CH2:18][CH2:17][CH:16]([OH:19])[CH2:15][C:14]1=[CH:13][CH2:12][CH:11]1[CH:3]2[CH:4]([OH:30])[CH2:5][C:6]2([CH3:29])[CH:10]1[CH2:9][CH2:8][CH:7]2[C:23]1([CH3:28])[O:24][CH2:25][CH2:26][O:27]1, predict the reactants needed to synthesize it. The reactants are: [CH3:1][C:2]12[CH2:18][CH2:17][C:16]([O:19]C(=O)C)=[CH:15][C:14]1=[CH:13][CH2:12][CH:11]1[CH:3]2[C:4](=[O:30])[CH2:5][C:6]2([CH3:29])[CH:10]1[CH2:9][CH2:8][CH:7]2[C:23]1([CH3:28])[O:27][CH2:26][CH2:25][O:24]1.C(O)C.C1COCC1.[BH4-].[Na+]. (7) Given the product [Cl:1][C:2]1[CH:7]=[C:6]([Cl:8])[CH:5]=[CH:4][C:3]=1[C:9]1[O:10][C:11]2[CH:17]=[CH:16][C:15]([O:18][CH2:19][CH:21]3[CH2:22][O:23]3)=[CH:14][C:12]=2[N:13]=1, predict the reactants needed to synthesize it. The reactants are: [Cl:1][C:2]1[CH:7]=[C:6]([Cl:8])[CH:5]=[CH:4][C:3]=1[C:9]1[O:10][C:11]2[CH:17]=[CH:16][C:15]([OH:18])=[CH:14][C:12]=2[N:13]=1.[CH2:19]([C@H:21]1[O:23][CH2:22]1)Cl.C(=O)([O-])[O-].[K+].[K+]. (8) Given the product [CH:8]([C:6]1[CH:7]=[C:2]([OH:1])[CH:3]=[C:4]([CH:12]([CH3:15])[CH3:14])[CH:5]=1)([CH3:11])[CH3:10], predict the reactants needed to synthesize it. The reactants are: [OH:1][C:2]1[CH:3]=[C:4]([C:12]([CH3:15])([CH3:14])O)[CH:5]=[C:6]([C:8]([CH3:11])([CH3:10])O)[CH:7]=1. (9) Given the product [ClH:1].[NH2:11][CH:8]([C:4]1[CH:5]=[CH:6][CH:7]=[C:2]([Cl:1])[C:3]=1[F:19])[CH2:9][OH:10], predict the reactants needed to synthesize it. The reactants are: [Cl:1][C:2]1[C:3]([F:19])=[C:4]([CH:8]([NH:11]C(=O)OC(C)(C)C)[CH2:9][OH:10])[CH:5]=[CH:6][CH:7]=1.Cl.